This data is from Catalyst prediction with 721,799 reactions and 888 catalyst types from USPTO. The task is: Predict which catalyst facilitates the given reaction. (1) Reactant: [CH2:1]([C:5]1[C:14]2[C:13](=O)[NH:12][C:11]([C:16]3[CH:21]=[CH:20][N:19]=[CH:18][CH:17]=3)=[N:10][C:9]=2[CH:8]=[N:7][CH:6]=1)[CH2:2][CH2:3][CH3:4].P(Cl)(Cl)([Cl:24])=O.CCN(C(C)C)C(C)C. Product: [CH2:1]([C:5]1[C:14]2[C:13]([Cl:24])=[N:12][C:11]([C:16]3[CH:21]=[CH:20][N:19]=[CH:18][CH:17]=3)=[N:10][C:9]=2[CH:8]=[N:7][CH:6]=1)[CH2:2][CH2:3][CH3:4]. The catalyst class is: 26. (2) Reactant: C([N:4]1[C:12]2[C:7](=[CH:8][C:9]([CH:13]=[CH:14][S:15]([C:18]3[CH:23]=[CH:22][CH:21]=[CH:20][CH:19]=3)(=[O:17])=[O:16])=[CH:10][CH:11]=2)[C:6]([CH2:24][C@H:25]2[CH2:29][CH2:28][CH2:27][N:26]2[CH3:30])=[CH:5]1)(=O)C.C(=O)([O-])[O-].[K+].[K+]. Product: [C:18]1([S:15]([CH:14]=[CH:13][C:9]2[CH:8]=[C:7]3[C:12](=[CH:11][CH:10]=2)[NH:4][CH:5]=[C:6]3[CH2:24][C@H:25]2[CH2:29][CH2:28][CH2:27][N:26]2[CH3:30])(=[O:17])=[O:16])[CH:19]=[CH:20][CH:21]=[CH:22][CH:23]=1. The catalyst class is: 24. (3) Reactant: C1C=C(Cl)C=C(C(OO)=[O:9])C=1.[C:12]([C:16]1[CH:20]=[C:19]([NH:21][C:22]([NH:24][C:25]2[C:34]3[C:29](=[CH:30][CH:31]=[CH:32][CH:33]=3)[C:28]([O:35][C:36]3[CH:41]=[CH:40][N:39]=[C:38]([NH:42][C:43]4[CH:48]=[CH:47][CH:46]=[C:45]([S:49][CH:50]5[CH2:52][CH2:51]5)[CH:44]=4)[N:37]=3)=[CH:27][CH:26]=2)=[O:23])[N:18]([C:53]2[CH:54]=[N:55][C:56]([O:59][CH3:60])=[CH:57][CH:58]=2)[N:17]=1)([CH3:15])([CH3:14])[CH3:13].CO. Product: [C:12]([C:16]1[CH:20]=[C:19]([NH:21][C:22]([NH:24][C:25]2[C:34]3[C:29](=[CH:30][CH:31]=[CH:32][CH:33]=3)[C:28]([O:35][C:36]3[CH:41]=[CH:40][N:39]=[C:38]([NH:42][C:43]4[CH:48]=[CH:47][CH:46]=[C:45]([S:49]([CH:50]5[CH2:52][CH2:51]5)=[O:9])[CH:44]=4)[N:37]=3)=[CH:27][CH:26]=2)=[O:23])[N:18]([C:53]2[CH:54]=[N:55][C:56]([O:59][CH3:60])=[CH:57][CH:58]=2)[N:17]=1)([CH3:15])([CH3:13])[CH3:14]. The catalyst class is: 2.